Dataset: Forward reaction prediction with 1.9M reactions from USPTO patents (1976-2016). Task: Predict the product of the given reaction. (1) Given the reactants ClC1C=C2[C:8](=CC=1)[N:7](S(C1C=CC=CC=1)(=O)=O)C(C(OCC)=O)=C2S(Cl)(=O)=O.[Br:29][C:30]1[CH:31]=[C:32]2[C:36](=[CH:37][CH:38]=1)[N:35](S(C1C=CC=CC=1)(=O)=O)[C:34]([C:48](OCC)=[O:49])=[C:33]2[S:53](Cl)(=[O:55])=[O:54].Cl.CN.Cl.C[NH:62]CCC(OC)=O, predict the reaction product. The product is: [Br:29][C:30]1[CH:31]=[C:32]2[C:36](=[CH:37][CH:38]=1)[NH:35][C:34]([C:48]([NH2:62])=[O:49])=[C:33]2[S:53]([NH:7][CH3:8])(=[O:55])=[O:54]. (2) Given the reactants CC(C)([O-])C.[K+].[CH3:7][N:8]1[CH2:13][CH2:12][CH:11]([OH:14])[CH2:10][CH2:9]1.F[C:16]1[CH:23]=[CH:22][C:19]([C:20]#[N:21])=[CH:18][C:17]=1[C:24]([F:27])([F:26])[F:25].[Cl-].[NH4+], predict the reaction product. The product is: [CH3:7][N:8]1[CH2:13][CH2:12][CH:11]([O:14][C:16]2[CH:23]=[CH:22][C:19]([C:20]#[N:21])=[CH:18][C:17]=2[C:24]([F:25])([F:27])[F:26])[CH2:10][CH2:9]1. (3) Given the reactants CO.[CH3:3][C:4]1[N:5]([CH:18]([C:20]2[CH:25]=[CH:24][CH:23]=[CH:22][CH:21]=2)[CH3:19])[C:6]2[C:11]([C:12]=1[C:13]([O:15]CC)=[O:14])=[CH:10][CH:9]=[CH:8][CH:7]=2.[OH-].[K+], predict the reaction product. The product is: [CH3:3][C:4]1[N:5]([CH:18]([C:20]2[CH:25]=[CH:24][CH:23]=[CH:22][CH:21]=2)[CH3:19])[C:6]2[C:11]([C:12]=1[C:13]([OH:15])=[O:14])=[CH:10][CH:9]=[CH:8][CH:7]=2. (4) The product is: [Cl:1][S:2]([C:12]1[CH:11]=[CH:10][C:8]([OH:9])=[C:7]([CH:13]=1)[C:6]([OH:15])=[O:14])(=[O:5])=[O:3]. Given the reactants [Cl:1][S:2]([OH:5])(=O)=[O:3].[C:6]([OH:15])(=[O:14])[C:7]1[C:8](=[CH:10][CH:11]=[CH:12][CH:13]=1)[OH:9], predict the reaction product. (5) Given the reactants B(Br)(Br)Br.C[O:6][C:7]1[CH:12]=[CH:11][C:10]([CH3:13])=[CH:9][C:8]=1[N:14]1[C:26]2[CH:25]=[CH:24][CH:23]=[CH:22][C:21]=2[C:20]2[C:15]1=[CH:16][CH:17]=[CH:18][CH:19]=2, predict the reaction product. The product is: [CH:25]1[C:26]2[N:14]([C:8]3[CH:9]=[C:10]([CH3:13])[CH:11]=[CH:12][C:7]=3[OH:6])[C:15]3[C:20](=[CH:19][CH:18]=[CH:17][CH:16]=3)[C:21]=2[CH:22]=[CH:23][CH:24]=1. (6) Given the reactants C(Cl)([O:6]C(F)F)C(F)(F)F.CN[C:13]1(C2C=CC=CC=2Cl)[C:18](=O)CCC[CH2:14]1.CC1C=CC=C(C)C=1NC1SCCCN=1.C[C@@:43]12[C@H:52]3[CH2:53][CH2:54][C@:55]4([CH3:62])[C:59](=[O:60])[C@H:58](F)[CH2:57][C@H:56]4[C@@H:51]3[CH2:50][CH:49]=[C:48]1[CH2:47]CCC2, predict the reaction product. The product is: [CH3:47][C:48]1[CH2:43][CH2:52][C@@H:51]([C:56]([CH3:57])=[CH2:55])[CH2:50][CH:49]=1.[C:59]([O:60][CH:13]([CH3:18])[CH3:14])(=[O:6])[CH2:58][CH2:57][CH2:56][CH2:51][CH2:50][CH2:49][CH2:48][CH2:43][CH2:52][CH2:53][CH2:54][CH2:55][CH3:62]. (7) Given the reactants [F:1][C:2]1[CH:3]=[C:4]([CH:31]=[CH:32][C:33]=1[F:34])[CH2:5][C:6]1([CH2:29][OH:30])[CH2:11][CH2:10][CH2:9][N:8]2[C:12]([C:15]3[CH:20]=[CH:19][C:18]([C:21]4[O:25][C:24]([CH3:26])=[N:23][CH:22]=4)=[C:17]([O:27][CH3:28])[CH:16]=3)=[N:13][N:14]=[C:7]12.[H-].[Na+].[CH3:37]I, predict the reaction product. The product is: [F:1][C:2]1[CH:3]=[C:4]([CH:31]=[CH:32][C:33]=1[F:34])[CH2:5][C:6]1([CH2:29][O:30][CH3:37])[CH2:11][CH2:10][CH2:9][N:8]2[C:12]([C:15]3[CH:20]=[CH:19][C:18]([C:21]4[O:25][C:24]([CH3:26])=[N:23][CH:22]=4)=[C:17]([O:27][CH3:28])[CH:16]=3)=[N:13][N:14]=[C:7]12.